This data is from Catalyst prediction with 721,799 reactions and 888 catalyst types from USPTO. The task is: Predict which catalyst facilitates the given reaction. Reactant: C(N(C(C)C)CC)(C)C.[F:10][C:11]1[CH:12]=[C:13]([N+:19]([O-:21])=[O:20])[CH:14]=[C:15]([F:18])[C:16]=1F.[CH:22]12[CH2:27][CH:26]1[CH2:25][NH:24][CH2:23]2.Cl. Product: [F:18][C:15]1[CH:14]=[C:13]([N+:19]([O-:21])=[O:20])[CH:12]=[C:11]([F:10])[C:16]=1[N:24]1[CH2:25][CH:26]2[CH:22]([CH2:27]2)[CH2:23]1. The catalyst class is: 39.